This data is from Full USPTO retrosynthesis dataset with 1.9M reactions from patents (1976-2016). The task is: Predict the reactants needed to synthesize the given product. (1) The reactants are: [CH:1]1[N:6]=[C:5](Cl)[C:4]2[N:8]=[CH:9][N:10]([C@@H:11]3[O:15][C@H:14]([CH2:16][OH:17])[C@@H:13]([OH:18])[C@H:12]3[OH:19])[C:3]=2[N:2]=1.Cl.[Br:21][C:22]1[CH:29]=[CH:28][C:25]([CH2:26][NH2:27])=[CH:24][CH:23]=1.C(N(C(C)C)CC)(C)C. Given the product [Br:21][C:22]1[CH:29]=[CH:28][C:25]([CH2:26][NH:27][C:5]2[C:4]3[N:8]=[CH:9][N:10]([C:3]=3[N:2]=[CH:1][N:6]=2)[C@@H:11]2[O:15][C@H:14]([CH2:16][OH:17])[C@@H:13]([OH:18])[C@H:12]2[OH:19])=[CH:24][CH:23]=1, predict the reactants needed to synthesize it. (2) Given the product [CH2:16]([O:18][C:19]([N:21]1[CH2:22][CH2:23][N:24]([C:27](=[O:36])[C@@H:28]([NH:35][C:13]([C:4]2[CH:3]=[C:2]([OH:1])[N:6]([C:7]3[CH:8]=[CH:9][CH:10]=[CH:11][CH:12]=3)[N:5]=2)=[O:15])[CH2:29][CH2:30][S:31]([CH3:34])(=[O:32])=[O:33])[CH2:25][CH2:26]1)=[O:20])[CH3:17], predict the reactants needed to synthesize it. The reactants are: [OH:1][C:2]1[N:6]([C:7]2[CH:12]=[CH:11][CH:10]=[CH:9][CH:8]=2)[N:5]=[C:4]([C:13]([OH:15])=O)[CH:3]=1.[CH2:16]([O:18][C:19]([N:21]1[CH2:26][CH2:25][N:24]([C:27](=[O:36])[C@@H:28]([NH2:35])[CH2:29][CH2:30][S:31]([CH3:34])(=[O:33])=[O:32])[CH2:23][CH2:22]1)=[O:20])[CH3:17].C1C=CC2N(O)N=NC=2C=1.CCN(C(C)C)C(C)C. (3) Given the product [CH2:1]([O:3][C:4](=[O:25])[CH2:5][CH:6]([C:15]([OH:17])=[O:16])[CH2:7][C:8]([O:10][C:11]([CH3:13])([CH3:14])[CH3:12])=[O:9])[CH3:2], predict the reactants needed to synthesize it. The reactants are: [CH2:1]([O:3][C:4](=[O:25])[CH2:5][CH:6]([C:15]([O:17]CC1C=CC=CC=1)=[O:16])[CH2:7][C:8]([O:10][C:11]([CH3:14])([CH3:13])[CH3:12])=[O:9])[CH3:2].C. (4) The reactants are: Cl.[Cl:2][C:3]1[CH:4]=[C:5]([N:9]2[C:13]([CH2:14][NH2:15])=[CH:12][C:11]([C:16]([F:19])([F:18])[F:17])=[N:10]2)[CH:6]=[CH:7][CH:8]=1.[OH:20][CH2:21][CH:22]([C:25]1[CH:30]=[CH:29][C:28]([NH:31][C:32](=O)[O:33]C2C=CC=CC=2)=[CH:27][C:26]=1[F:41])[CH2:23][OH:24]. Given the product [Cl:2][C:3]1[CH:4]=[C:5]([N:9]2[C:13]([CH2:14][NH:15][C:32]([NH:31][C:28]3[CH:29]=[CH:30][C:25]([CH:22]([CH2:21][OH:20])[CH2:23][OH:24])=[C:26]([F:41])[CH:27]=3)=[O:33])=[CH:12][C:11]([C:16]([F:17])([F:18])[F:19])=[N:10]2)[CH:6]=[CH:7][CH:8]=1, predict the reactants needed to synthesize it. (5) The reactants are: [Br:1][C:2]1[CH:3]=[CH:4][C:5]([OH:10])=[C:6]([CH:9]=1)[CH:7]=O.[CH3:11][C@@H:12]1[CH2:17][NH:16][CH2:15][C@H:14]([CH3:18])[NH:13]1.C(O[BH-](OC(=O)C)OC(=O)C)(=O)C.[Na+]. Given the product [Br:1][C:2]1[CH:3]=[CH:4][C:5]([OH:10])=[C:6]([CH2:7][N:16]2[CH2:15][C@@H:14]([CH3:18])[NH:13][C@@H:12]([CH3:11])[CH2:17]2)[CH:9]=1, predict the reactants needed to synthesize it.